Dataset: Forward reaction prediction with 1.9M reactions from USPTO patents (1976-2016). Task: Predict the product of the given reaction. Given the reactants [C:1](#[N:3])[CH3:2].C1(P(C2CCCCC2)C2C=CC=[CH:13][C:12]=2[C:17]2[C:22](OC)=[CH:21][CH:20]=[CH:19][C:18]=2OC)CCCCC1.[C:33](=[O:36])([O-])[O-].[K+].[K+].C(O[C:44](=[O:72])[NH:45][C@H:46]1[CH2:51][CH2:50][C@@H:49]([N:52]2[C:57](=[O:58])[C:56]3[CH:59]=[C:60]([F:63])[CH:61]=[N:62][C:55]=3[N:54]([C:64]3[CH:69]=[CH:68][CH:67]=[C:66](I)[CH:65]=3)[C:53]2=[O:71])[CH2:48][CH2:47]1)(C)(C)C, predict the reaction product. The product is: [F:63][C:60]1[CH:59]=[CH:2][C:1]2[N:3]([CH:47]=[C:46]([C:44]([NH:45][C@H:46]3[CH2:47][CH2:48][C@@H:49]([N:52]4[C:57](=[O:58])[C:56]5[CH:59]=[C:60]([F:63])[CH:61]=[N:62][C:55]=5[N:54]([C:64]5[CH:65]=[C:66]([C:20]6[CH:19]=[CH:18][C:17]([CH2:12][CH2:13][N:52]7[CH2:53][CH2:33][O:36][CH2:48][CH2:49]7)=[CH:22][CH:21]=6)[CH:67]=[CH:68][CH:69]=5)[C:53]4=[O:71])[CH2:50][CH2:51]3)=[O:72])[N:45]=2)[CH:61]=1.